From a dataset of Experimentally validated miRNA-target interactions with 360,000+ pairs, plus equal number of negative samples. Binary Classification. Given a miRNA mature sequence and a target amino acid sequence, predict their likelihood of interaction. (1) The miRNA is cel-miR-359 with sequence UCACUGGUCUUUCUCUGACGAA. The protein sequence of the target gene is MSIAIPLGVTTPDTSYSDMAAGSDPESVEASPAVNEKSVYSTHNYGTTQRHGCRGLPYATIIPRSDLNGLPSPVEERCGDSPNSEGETVPTWCPCGLSQDGFLLNCDKCRGMSRGKVIRLHRRKQDNISGGDSSATESWDEELSPSTVLYTATQHTPTSITLTVRRTKPKKRKKSPEKGRAAPKTKKIKNSPSEAQNLDENTTEGWENRIRLWTDQYEEAFTNQYSADVQNALEQHLHSNKEFVGKPAILDTINKTELACNNTVIGSQMQLQLGRVTRVQKHRKILRAARDLALDTLIIE.... Result: 0 (no interaction). (2) The miRNA is mmu-miR-34b-3p with sequence AAUCACUAACUCCACUGCCAUC. The protein sequence of the target gene is MGLLSVDLLITLQILPVFFSNCLFLALYDSVILLKHVALLLSRSKSTRGEWRRMLTSEGLRCVWNSFLLDAYKQVKLGEDAPNSSVVHVSNPESGNNYASEKTADGAECHLLDFASAERPLVVNFGSATUPPFTRQLPAFRQLVEEFSSVADFLLVYIDEAHPSDGWAVPGDSSLSFEVKKHRNQEDRCAAAHQLLERFSLPPQCQVVADRMDNNANVAYGVAFERVCIVQRRKIAYLGGKGPFSYNLQEVRSWLEKNFSKRUILD. Result: 0 (no interaction). (3) The miRNA is hsa-miR-1910-5p with sequence CCAGUCCUGUGCCUGCCGCCU. The protein sequence of the target gene is MAAKLLLLLCLFSGLHARSRRVEEDENEDSPSNQKWVLAPKSQDTDVTLILNKLLREYDKKLRPDIGIKPTVIDVDIYVNSIGPVSSINMEYQIDIFFAQTWTDSRLRFNSTMKILTLNSNMVGLIWIPDTIFRNSKTAEAHWITTPNQLLRIWNDGKILYTLRLTINAECQLQLHNFPMDAHACPLTFSSYGYPKEEMIYRWRKNSVEAADQKSWRLYQFDFMGLRNTTEIVTTSAGDYVVMTIYFELSRRMGYFTIQTYIPCILTVVLSWVSFWIKKDATPARTTLGITTVLTMTTLS.... Result: 0 (no interaction). (4) The miRNA is hsa-miR-6085 with sequence AAGGGGCUGGGGGAGCACA. The protein sequence of the target gene is MGRKKIQISRITDERNRQVTFNKRKFGVMKKAYELSVLCDCEIALIIFSSSNKLYQYASTDMDRVLLKYTEYNEPHESLTNKNIIEKENKNGVMSPDSPEAETDYTLTPRTEAKYNKIDEEFQNMMQRNQMAIGGAGAPRQLPNSSYTLPVSVPVPGSYGDNLLQASPQMSHTNISPRPSSSETDSGGMSLIIYPSGSMLEMSNGYPHSHSPLVGSPSPGPSPGIAHHLSIKQQSPGSQNGRASNLRVVIPPTIAPIPPNMSAPDDVGYADQRQSQTSLNTPVVTLQTPIPALTSYSFGA.... Result: 0 (no interaction). (5) The miRNA is mmu-miR-5127 with sequence UCUCCCAACCCUUUUCCCA. The protein sequence of the target gene is MEFRQEEFRKLAGRALGKLHRLLEKRQEGAETLELSADGRPVTTQTRDPPVVDCTCFGLPRRYIIAIMSGLGFCISFGIRCNLGVAIVSMVNNSTTHRGGHVVVQKAQFSWDPETVGLIHGSFFWGYIVTQIPGGFICQKFAANRVFGFAIVATSTLNMLIPSAARVHYGCVIFVRILQGLVEGVTYPACHGIWSKWAPPLERSRLATTAFCGSYAGAVVAMPLAGVLVQYSGWSSVFYVYGSFGIFWYLFWLLVSYESPALHPSISEEERKYIEDAIGESAKLMNPLTKFSTPWRRFFT.... Result: 0 (no interaction). (6) The miRNA is bta-miR-181a with sequence AACAUUCAACGCUGUCGGUGAGUU. The protein sequence of the target gene is MWLPLLLGALLWAVLWLLRDRQSLPASNAFVFITGCDSGFGRLLALQLDQRGFRVLASCLTPSGAEDLQRVASSRLHTTLLDITDPQSVQQAAKWVEMHVKEAGLFGLVNNAGVAGIIGPTPWLTRDDFQRVLNVNTMGPIGVTLALLPLLQQARGRVINITSVLGRLAANGGGYCVSKFGLEAFSDSLRRDVAHFGIRVSIVEPGFFRTPVTNLESLEKTLQACWARLPPATQAHYGGAFLTKYLKMQQRIMNLICDPDLTKVSRCLEHALTARHPRTRYSPGWDAKLLWLPASYLPAS.... Result: 0 (no interaction).